Dataset: Full USPTO retrosynthesis dataset with 1.9M reactions from patents (1976-2016). Task: Predict the reactants needed to synthesize the given product. (1) Given the product [CH2:67]([O:62][C:59](=[O:60])[CH2:71][N:72]([C:8](=[O:57])[C@@H:9]([NH:25][C:26](=[O:56])[C@@H:27]([NH:52][C:53](=[O:55])[CH3:54])[CH2:28][CH2:29][CH2:30][NH:31]/[C:32](/[NH2:51])=[N:33]\[S:34]([C:37]1[C:38]([CH3:50])=[C:39]([CH3:49])[C:40]2[O:44][C:43]([CH3:46])([CH3:45])[CH2:42][C:41]=2[C:47]=1[CH3:48])(=[O:36])=[O:35])[CH2:10][NH:11][CH3:24])[CH3:73])[CH3:69], predict the reactants needed to synthesize it. The reactants are: C(OC(=O)CNC[C:8](=[O:57])[C@@H:9]([NH:25][C:26](=[O:56])[C@@H:27]([NH:52][C:53](=[O:55])[CH3:54])[CH2:28][CH2:29][CH2:30][NH:31]/[C:32](/[NH2:51])=[N:33]\[S:34]([C:37]1[C:38]([CH3:50])=[C:39]([CH3:49])[C:40]2[O:44][C:43]([CH3:46])([CH3:45])[CH2:42][C:41]=2[C:47]=1[CH3:48])(=[O:36])=[O:35])[CH2:10][N:11]([CH3:24])S(C1C=CC=CC=1[N+]([O-])=O)(=O)=O)C.[C:59]([O-:62])([O-])=[O:60].[K+].[K+].SC[CH:67]([CH2:69]O)O.[CH3:71][N:72](C=O)[CH3:73]. (2) Given the product [C:28]([O:27][C:24](=[O:26])[CH2:25][C:3](=[O:23])[C:4]1[CH:9]=[CH:8][CH:7]=[C:6]([C:10]2[CH:14]=[C:13]([CH2:15][O:16][CH:17]3[CH2:22][CH2:21][CH2:20][CH2:19][O:18]3)[O:12][N:11]=2)[CH:5]=1)([CH3:31])([CH3:30])[CH3:29], predict the reactants needed to synthesize it. The reactants are: CO[C:3](=[O:23])[C:4]1[CH:9]=[CH:8][CH:7]=[C:6]([C:10]2[CH:14]=[C:13]([CH2:15][O:16][CH:17]3[CH2:22][CH2:21][CH2:20][CH2:19][O:18]3)[O:12][N:11]=2)[CH:5]=1.[C:24]([O:27][C:28]([CH3:31])([CH3:30])[CH3:29])(=[O:26])[CH3:25].[Li].